Dataset: Full USPTO retrosynthesis dataset with 1.9M reactions from patents (1976-2016). Task: Predict the reactants needed to synthesize the given product. (1) Given the product [CH:1]1([CH2:7][CH2:8][CH2:9][C@@H:10]([C:19]2[O:23][N:22]=[C:21]([CH2:24][CH2:25][O:26][CH3:27])[N:20]=2)[CH2:11][C:12]([OH:14])=[O:13])[CH2:2][CH2:3][CH2:4][CH2:5][CH2:6]1, predict the reactants needed to synthesize it. The reactants are: [CH:1]1([CH2:7][CH2:8][CH2:9][C@@H:10]([C:19]2[O:23][N:22]=[C:21]([CH2:24][CH2:25][O:26][CH3:27])[N:20]=2)[CH2:11][C:12]([O:14]C(C)(C)C)=[O:13])[CH2:6][CH2:5][CH2:4][CH2:3][CH2:2]1.FC(F)(F)C(O)=O. (2) Given the product [CH3:1][O:2][C:3](=[O:15])[C:4](=[O:14])[CH:5]([Cl:13])[C:6]1[CH:7]=[CH:8][CH:9]=[CH:10][CH:11]=1, predict the reactants needed to synthesize it. The reactants are: [CH3:1][O:2][C:3](=[O:15])[C:4](=[O:14])[CH:5]([Cl:13])[C:6]1[CH:11]=[CH:10][C:9](F)=[CH:8][CH:7]=1.C(=O)C1C=CC=CC=1.FC1C=CC(C=O)=CC=1. (3) Given the product [CH3:14][O:13][C:10]1[CH:11]=[CH:12][C:7]([C:17]2[CH:22]=[CH:21][CH:20]=[CH:19][CH:18]=2)=[CH:8][CH:9]=1, predict the reactants needed to synthesize it. The reactants are: FC(F)(F)S(O[C:7]1[CH:12]=[CH:11][C:10]([O:13][CH3:14])=[CH:9][CH:8]=1)(=O)=O.[C:17]1(B(O)O)[CH:22]=[CH:21][CH:20]=[CH:19][CH:18]=1.[F-].[K+]. (4) Given the product [CH2:12]([O:14][C:15]([C:16]1[C:17]([CH3:18])=[N:7][C:6]([C:5]2[CH:9]=[CH:10][CH:11]=[C:3]([F:2])[CH:4]=2)=[N:8][CH:20]=1)=[O:24])[CH3:13], predict the reactants needed to synthesize it. The reactants are: Cl.[F:2][C:3]1[CH:4]=[C:5]([CH:9]=[CH:10][CH:11]=1)[C:6]([NH2:8])=[NH:7].[CH2:12]([O:14][C:15](=[O:24])[C:16](=[CH:20]N(C)C)[C:17](=O)[CH3:18])[CH3:13].